Dataset: Forward reaction prediction with 1.9M reactions from USPTO patents (1976-2016). Task: Predict the product of the given reaction. Given the reactants [OH:1][C@H:2]([CH2:18][O:19][C:20]1[CH:25]=[CH:24][CH:23]=[CH:22][CH:21]=1)[CH2:3][NH:4][C:5]([C@H:7]1[CH2:16][CH2:15][C:14]2[C:9](=[CH:10][CH:11]=[C:12]([I:17])[CH:13]=2)[O:8]1)=O.B.CSC, predict the reaction product. The product is: [I:17][C:12]1[CH:13]=[C:14]2[C:9](=[CH:10][CH:11]=1)[O:8][C@@H:7]([CH2:5][NH:4][CH2:3][C@H:2]([OH:1])[CH2:18][O:19][C:20]1[CH:25]=[CH:24][CH:23]=[CH:22][CH:21]=1)[CH2:16][CH2:15]2.